This data is from Reaction yield outcomes from USPTO patents with 853,638 reactions. The task is: Predict the reaction yield, written as a fraction of the theoretical maximum amount of product (1.0 means a 100% yield; for example, 0.34 means a 34% yield). (1) The reactants are C(O[C:4](=[O:20])[C:5](=[CH:11][NH:12][C:13]1[CH2:18][CH2:17][CH2:16][C:15](=[O:19])[CH:14]=1)[C:6]([O:8][CH2:9][CH3:10])=[O:7])C.C1(OC2C=CC=CC=2)C=CC=CC=1. The catalyst is CCCCCC. The product is [CH2:9]([O:8][C:6]([C:5]1[C:4](=[O:20])[C:14]2[C:15](=[O:19])[CH2:16][CH2:17][CH2:18][C:13]=2[NH:12][CH:11]=1)=[O:7])[CH3:10]. The yield is 0.720. (2) The reactants are C(N(C(C)C)CC)(C)C.[Cl:10][C:11]1[CH:16]=[CH:15][C:14]([CH2:17]Cl)=[CH:13][N+:12]=1[O-:19].[C:20]1([N:26]2[CH2:31][CH2:30][NH:29][CH2:28][CH2:27]2)[CH:25]=[CH:24][CH:23]=[CH:22][CH:21]=1.[I-].[K+].[N-]=C=O.C1(S)C=CC=CC=1.C(=O)([O-])[O-]. The catalyst is O1CCCC1.C(O)C. The product is [Cl:10][C:11]1[N+:12]([O-:19])=[CH:13][C:14]([CH2:17][N:29]2[CH2:30][CH2:31][N:26]([C:20]3[CH:25]=[CH:24][CH:23]=[CH:22][CH:21]=3)[CH2:27][CH2:28]2)=[CH:15][CH:16]=1. The yield is 0.830. (3) The reactants are C1COCC1.[O:6]1[CH2:11][CH2:10][CH:9]([CH2:12][OH:13])[CH2:8][CH2:7]1.[H-].[Na+].[CH:16]1([NH:19][C:20](=[O:40])[C:21]2[CH:26]=[CH:25][C:24]([C:27]3[N:31]4[CH:32]=[CH:33][N:34]=[C:35](S(C)(=O)=O)[C:30]4=[N:29][CH:28]=3)=[CH:23][CH:22]=2)[CH2:18][CH2:17]1. The catalyst is O. The product is [CH:16]1([NH:19][C:20](=[O:40])[C:21]2[CH:26]=[CH:25][C:24]([C:27]3[N:31]4[CH:32]=[CH:33][N:34]=[C:35]([O:13][CH2:12][CH:9]5[CH2:10][CH2:11][O:6][CH2:7][CH2:8]5)[C:30]4=[N:29][CH:28]=3)=[CH:23][CH:22]=2)[CH2:17][CH2:18]1. The yield is 0.360. (4) The reactants are [CH2:1]([Li])[CH2:2][CH2:3][CH3:4].[S:6]1C=C[N:8]=[C:7]1[C:11]1([OH:21])[CH2:20][CH2:19][C:14]2([O:18][CH2:17][CH2:16][O:15]2)[CH2:13][CH2:12]1.C(I)C.O. The yield is 0.710. The product is [CH2:3]([C:2]1[S:6][C:7]([C:11]2([OH:21])[CH2:20][CH2:19][C:14]3([O:15][CH2:16][CH2:17][O:18]3)[CH2:13][CH2:12]2)=[N:8][CH:1]=1)[CH3:4]. The catalyst is C1COCC1.CCOC(C)=O. (5) The reactants are [CH3:1][CH:2]([NH:11][C:12](=O)[C:13]([O:15][CH2:16][CH3:17])=[O:14])[C:3](=O)[C:4]1[CH:9]=[CH:8][CH:7]=[CH:6][CH:5]=1.P12(SP3(SP(SP(S3)(S1)=S)(=S)S2)=S)=[S:20].C([O-])([O-])=O.[K+].[K+].[OH-].[Na+]. The catalyst is C(Cl)(Cl)Cl.O. The product is [CH3:1][C:2]1[N:11]=[C:12]([C:13]([O:15][CH2:16][CH3:17])=[O:14])[S:20][C:3]=1[C:4]1[CH:9]=[CH:8][CH:7]=[CH:6][CH:5]=1. The yield is 0.980. (6) The reactants are [C:1]([O:5][C:6]([NH:8][CH2:9][C:10]1[C:11]([CH2:31][CH:32]([CH3:34])[CH3:33])=[N:12][C:13]([CH2:27][CH:28]([CH3:30])[CH3:29])=[C:14]([C:19]=1[C:20]1[CH:25]=[CH:24][C:23]([CH3:26])=[CH:22][CH:21]=1)[C:15](OC)=[O:16])=[O:7])([CH3:4])([CH3:3])[CH3:2].C1(C)C=CC=CC=1.[H-].C([Al+]CC(C)C)C(C)C.CO.O.O.O.O.O.O.O.O.O.O.S([O-])([O-])(=O)=O.[Na+].[Na+]. The catalyst is C1(C)C=CC=CC=1. The product is [OH:16][CH2:15][C:14]1[C:19]([C:20]2[CH:21]=[CH:22][C:23]([CH3:26])=[CH:24][CH:25]=2)=[C:10]([CH2:9][NH:8][C:6](=[O:7])[O:5][C:1]([CH3:3])([CH3:4])[CH3:2])[C:11]([CH2:31][CH:32]([CH3:34])[CH3:33])=[N:12][C:13]=1[CH2:27][CH:28]([CH3:29])[CH3:30]. The yield is 0.490.